This data is from Reaction yield outcomes from USPTO patents with 853,638 reactions. The task is: Predict the reaction yield, written as a fraction of the theoretical maximum amount of product (1.0 means a 100% yield; for example, 0.34 means a 34% yield). (1) The reactants are [CH:1]([C@H:14]1[O:19][CH2:18][C@@H:17]([NH2:20])[CH2:16][CH2:15]1)([C:8]1[CH:13]=[CH:12][CH:11]=[CH:10][CH:9]=1)[C:2]1[CH:7]=[CH:6][CH:5]=[CH:4][CH:3]=1.[I:21][C:22]1[CH:29]=[CH:28][C:25]([CH:26]=O)=[CH:24][CH:23]=1.C(O)(=O)C.[BH3-]C#N.[Na+]. The catalyst is ClCCCl.CO. The product is [CH:1]([C@H:14]1[O:19][CH2:18][C@@H:17]([NH:20][CH2:26][C:25]2[CH:28]=[CH:29][C:22]([I:21])=[CH:23][CH:24]=2)[CH2:16][CH2:15]1)([C:8]1[CH:13]=[CH:12][CH:11]=[CH:10][CH:9]=1)[C:2]1[CH:3]=[CH:4][CH:5]=[CH:6][CH:7]=1. The yield is 0.810. (2) The reactants are [CH:1]1[C:13]2[CH:12]([CH2:14][O:15][C:16]([NH:18][C@@H:19]([CH2:23][CH2:24][O:25][CH3:26])[C:20]([OH:22])=[O:21])=[O:17])[C:11]3[C:6](=[CH:7][CH:8]=[CH:9][CH:10]=3)[C:5]=2[CH:4]=[CH:3][CH:2]=1.[CH2:27](OCC)C.C[Si](C=[N+]=[N-])(C)C. The catalyst is CO. The product is [CH3:27][O:21][C:20](=[O:22])[C@@H:19]([NH:18][C:16]([O:15][CH2:14][CH:12]1[C:11]2[CH:10]=[CH:9][CH:8]=[CH:7][C:6]=2[C:5]2[C:13]1=[CH:1][CH:2]=[CH:3][CH:4]=2)=[O:17])[CH2:23][CH2:24][O:25][CH3:26]. The yield is 0.940. (3) The reactants are [C:1]([C:3]1[C:4]2[S:12][CH:11]=[CH:10][C:5]=2[C:6](=[O:9])[NH:7][CH:8]=1)#[N:2].[Br:13]NC(=O)CCC(N)=O.O. The catalyst is CN(C=O)C. The product is [Br:13][C:11]1[S:12][C:4]2[C:3]([C:1]#[N:2])=[CH:8][NH:7][C:6](=[O:9])[C:5]=2[CH:10]=1. The yield is 0.850. (4) The reactants are [C:1]([O:5][C:6]([N:8]1[CH2:13][CH2:12][N:11]([CH2:14][C:15]2[CH:20]=[CH:19][CH:18]=[CH:17][N:16]=2)[CH2:10][CH2:9]1)=[O:7])([CH3:4])([CH3:3])[CH3:2].N1C=CC=CC=1CN1CCNCC1.[Li]CCCC.[CH2:39]([O:41][CH:42]=[C:43]([C:49]([O:51][CH2:52][CH3:53])=[O:50])[C:44]([O:46][CH2:47][CH3:48])=[O:45])[CH3:40]. The catalyst is C1COCC1.O. The product is [CH2:52]([O:51][C:49](=[O:50])[CH:43]([CH:42]([O:41][CH2:39][CH3:40])[CH:14]([N:11]1[CH2:12][CH2:13][N:8]([C:6]([O:5][C:1]([CH3:4])([CH3:2])[CH3:3])=[O:7])[CH2:9][CH2:10]1)[C:15]1[CH:20]=[CH:19][CH:18]=[CH:17][N:16]=1)[C:44]([O:46][CH2:47][CH3:48])=[O:45])[CH3:53]. The yield is 0.670. (5) The reactants are C[O:2][C:3]1[CH:8]=[CH:7][C:6]([N:9]2[CH2:14][CH2:13][N:12]([C:15]3[CH:20]=[CH:19][C:18]([N:21]4[C:25](=[O:26])[N:24]([CH3:27])[N:23]=[CH:22]4)=[CH:17][CH:16]=3)[CH2:11][CH2:10]2)=[CH:5][CH:4]=1. The catalyst is Br. The product is [OH:2][C:3]1[CH:8]=[CH:7][C:6]([N:9]2[CH2:10][CH2:11][N:12]([C:15]3[CH:16]=[CH:17][C:18]([N:21]4[C:25](=[O:26])[N:24]([CH3:27])[N:23]=[CH:22]4)=[CH:19][CH:20]=3)[CH2:13][CH2:14]2)=[CH:5][CH:4]=1. The yield is 0.960. (6) The reactants are [CH:1]([Si:4]1([CH:34]([CH3:36])[CH3:35])[O:14][C@@H:13]2[C@H:9]([N:10]([C:21]([O:23][C:24]([CH3:27])([CH3:26])[CH3:25])=[O:22])[C@H:11]([CH2:16][C:17]([NH:19][CH3:20])=[O:18])[C:12]2=[O:15])[CH2:8][O:7][Si:6]([CH:31]([CH3:33])[CH3:32])([CH:28]([CH3:30])[CH3:29])[O:5]1)([CH3:3])[CH3:2].[BH4-].[Na+]. No catalyst specified. The product is [OH:15][C@H:12]1[C@@H:11]([CH2:16][C:17]([NH:19][CH3:20])=[O:18])[N:10]([C:21]([O:23][C:24]([CH3:25])([CH3:26])[CH3:27])=[O:22])[C@@H:9]2[CH2:8][O:7][Si:6]([CH:31]([CH3:33])[CH3:32])([CH:28]([CH3:30])[CH3:29])[O:5][Si:4]([CH:34]([CH3:36])[CH3:35])([CH:1]([CH3:2])[CH3:3])[O:14][C@@H:13]12. The yield is 0.950.